Task: Predict the reactants needed to synthesize the given product.. Dataset: Full USPTO retrosynthesis dataset with 1.9M reactions from patents (1976-2016) (1) Given the product [CH3:21][N:22](/[CH:24]=[C:4]1/[CH:5]([C:8]2[CH:15]=[CH:14][C:11]([C:12]#[N:13])=[CH:10][C:9]=2[CH3:16])[CH2:6][CH2:7][C:2]([CH3:18])([CH3:1])[C:3]/1=[O:17])[CH3:23], predict the reactants needed to synthesize it. The reactants are: [CH3:1][C:2]1([CH3:18])[CH2:7][CH2:6][CH:5]([C:8]2[CH:15]=[CH:14][C:11]([C:12]#[N:13])=[CH:10][C:9]=2[CH3:16])[CH2:4][C:3]1=[O:17].CO[CH:21](OC)[N:22]([CH3:24])[CH3:23]. (2) Given the product [Cl:1][C:2]1[C:10]([N+:11]([O-:13])=[O:12])=[CH:9][CH:8]=[CH:7][C:3]=1[C:4]([O:6][CH3:16])=[O:5], predict the reactants needed to synthesize it. The reactants are: [Cl:1][C:2]1[C:10]([N+:11]([O-:13])=[O:12])=[CH:9][CH:8]=[CH:7][C:3]=1[C:4]([OH:6])=[O:5].IC.[C:16](=O)([O-])[O-].[K+].[K+].O. (3) Given the product [Cl:1][C:2]1[CH:10]=[CH:9][C:5]([C:6]([N:52]2[CH2:53][CH2:54][N:49]([C:44]3[CH:45]=[CH:46][CH:47]=[CH:48][N:43]=3)[CH2:50][CH2:51]2)=[O:8])=[CH:4][C:3]=1[C:11]#[C:12][C:13]1[CH:18]=[CH:17][CH:16]=[CH:15][N:14]=1, predict the reactants needed to synthesize it. The reactants are: [Cl:1][C:2]1[CH:10]=[CH:9][C:5]([C:6]([OH:8])=O)=[CH:4][C:3]=1[C:11]#[C:12][C:13]1[CH:18]=[CH:17][CH:16]=[CH:15][N:14]=1.[Cl-].[Na+].Cl.CN(C)CCCN=C=NCC.ON1C2N=CC=CC=2N=N1.[N:43]1[CH:48]=[CH:47][CH:46]=[CH:45][C:44]=1[N:49]1[CH2:54][CH2:53][NH:52][CH2:51][CH2:50]1.C(N(CC)CC)C. (4) Given the product [C:14]([N:13]1[C:9]2[C:3]3[CH:4]=[C:5]([F:8])[CH:6]=[CH:7][C:2]=3[N:19]([S:20]([C:23]3[CH:24]=[N:25][C:26]([C:29]([F:32])([F:30])[F:31])=[CH:27][CH:28]=3)(=[O:21])=[O:22])[C@H:18]([CH:33]3[CH2:35][CH2:34]3)[C:10]=2[CH:11]=[N:12]1)([CH3:16])([CH3:17])[CH3:15], predict the reactants needed to synthesize it. The reactants are: Br[C:2]1[CH:7]=[CH:6][C:5]([F:8])=[CH:4][C:3]=1[C:9]1[N:13]([C:14]([CH3:17])([CH3:16])[CH3:15])[N:12]=[CH:11][C:10]=1[C@@H:18]([CH:33]1[CH2:35][CH2:34]1)[NH:19][S:20]([C:23]1[CH:24]=[N:25][C:26]([C:29]([F:32])([F:31])[F:30])=[CH:27][CH:28]=1)(=[O:22])=[O:21].